Task: Predict the reactants needed to synthesize the given product.. Dataset: Full USPTO retrosynthesis dataset with 1.9M reactions from patents (1976-2016) Given the product [NH2:17][C:14]1[CH:15]=[CH:16][C:11]([CH2:10][C:6]2[N:7]=[CH:8][N:9]=[C:4]([NH:2][CH3:1])[CH:5]=2)=[CH:12][CH:13]=1, predict the reactants needed to synthesize it. The reactants are: [CH3:1][NH2:2].Cl[C:4]1[N:9]=[CH:8][N:7]=[C:6]([CH2:10][C:11]2[CH:16]=[CH:15][C:14]([NH2:17])=[CH:13][CH:12]=2)[CH:5]=1.